This data is from Forward reaction prediction with 1.9M reactions from USPTO patents (1976-2016). The task is: Predict the product of the given reaction. (1) Given the reactants [CH:1]1([C:4](=[O:21])[CH2:5][C:6]([C:8]2[CH:13]=[CH:12][C:11]([S:14]([CH3:17])(=[O:16])=[O:15])=[C:10]([NH:18][CH3:19])[C:9]=2[CH3:20])=[O:7])[CH2:3][CH2:2]1.CO[CH:24](OC)[N:25]([CH3:27])[CH3:26], predict the reaction product. The product is: [CH:1]1([C:4](=[O:21])[C:5](=[CH:24][N:25]([CH3:27])[CH3:26])[C:6]([C:8]2[CH:13]=[CH:12][C:11]([S:14]([CH3:17])(=[O:16])=[O:15])=[C:10]([NH:18][CH3:19])[C:9]=2[CH3:20])=[O:7])[CH2:3][CH2:2]1. (2) Given the reactants [Cl-].[Ca+2].[Cl-].[C:4]([CH:6]=[C:7]([NH:16][C:17](=O)[O:18]CC)[C:8]1[CH:13]=[CH:12][C:11]([Cl:14])=[CH:10][C:9]=1[Cl:15])#[N:5].[CH3:22][CH:23]([N:25]1[CH2:30][CH2:29][CH:28]([C:31]([NH:33][NH2:34])=O)[CH2:27][CH2:26]1)[CH3:24].O, predict the reaction product. The product is: [Cl:15][C:9]1[CH:10]=[C:11]([Cl:14])[CH:12]=[CH:13][C:8]=1[C:7]1[NH:16][C:17](=[O:18])[N:34]2[N:33]=[C:31]([CH:28]3[CH2:29][CH2:30][N:25]([CH:23]([CH3:24])[CH3:22])[CH2:26][CH2:27]3)[N:5]=[C:4]2[CH:6]=1. (3) Given the reactants [N+:1]([C:4]1[CH:8]=[CH:7][NH:6][N:5]=1)([O-:3])=[O:2].[H-].[Na+].Br[CH2:12][CH2:13][O:14][CH3:15], predict the reaction product. The product is: [CH3:15][O:14][CH2:13][CH2:12][N:6]1[CH:7]=[CH:8][C:4]([N+:1]([O-:3])=[O:2])=[N:5]1. (4) Given the reactants [CH2:1]([C:3]1[N:7]=[C:6]([C:8]2[S:12][C:11]([NH2:13])=[N:10][C:9]=2[C:14]2[CH:19]=[CH:18][CH:17]=[CH:16][CH:15]=2)[O:5][N:4]=1)[CH3:2].[CH:20]1([CH2:25][C:26](Cl)=[O:27])[CH2:24][CH2:23][CH2:22][CH2:21]1, predict the reaction product. The product is: [CH:20]1([CH2:25][C:26]([NH:13][C:11]2[S:12][C:8]([C:6]3[O:5][N:4]=[C:3]([CH2:1][CH3:2])[N:7]=3)=[C:9]([C:14]3[CH:19]=[CH:18][CH:17]=[CH:16][CH:15]=3)[N:10]=2)=[O:27])[CH2:24][CH2:23][CH2:22][CH2:21]1.